This data is from CYP2C19 inhibition data for predicting drug metabolism from PubChem BioAssay. The task is: Regression/Classification. Given a drug SMILES string, predict its absorption, distribution, metabolism, or excretion properties. Task type varies by dataset: regression for continuous measurements (e.g., permeability, clearance, half-life) or binary classification for categorical outcomes (e.g., BBB penetration, CYP inhibition). Dataset: cyp2c19_veith. (1) The drug is Oc1ccc([C@@H]2CNCc3sccc32)cc1O. The result is 0 (non-inhibitor). (2) The drug is Cc1ccc(OCCOCCn2ccnc2)c(Br)c1. The result is 1 (inhibitor). (3) The molecule is Cc1ccc(-n2nnnc2Sc2nc([N+](=O)[O-])nn2C)cc1C. The result is 1 (inhibitor). (4) The drug is CN1C(=O)/C(=N\OC(=O)c2cccc3ccccc23)c2ccccc21. The result is 1 (inhibitor). (5) The molecule is CCCN(CCC)C(=O)CSc1nc2ccccc2c(=O)n1CC1COc2ccccc2O1. The result is 1 (inhibitor). (6) The compound is COn1c(SC(C)C)nc2ccccc2c1=O. The result is 1 (inhibitor). (7) The molecule is Cc1cccc(NCCNc2cccc(C)c2)c1. The result is 1 (inhibitor). (8) The compound is COc1ccc(-n2c(=O)c(-c3ccc(Cl)cc3)nc3cnc(N(C)C)nc32)cc1. The result is 0 (non-inhibitor).